This data is from Forward reaction prediction with 1.9M reactions from USPTO patents (1976-2016). The task is: Predict the product of the given reaction. Given the reactants [CH3:1][CH:2]1[CH:7]([OH:8])[CH2:6][CH2:5][CH2:4][NH:3]1.C(N(CC)CC)C.Cl[C:17]([O:19][CH2:20][C:21]1[CH:26]=[CH:25][CH:24]=[CH:23][CH:22]=1)=[O:18], predict the reaction product. The product is: [CH2:20]([O:19][C:17]([N:3]1[CH2:4][CH2:5][CH2:6][CH:7]([OH:8])[CH:2]1[CH3:1])=[O:18])[C:21]1[CH:26]=[CH:25][CH:24]=[CH:23][CH:22]=1.